This data is from Catalyst prediction with 721,799 reactions and 888 catalyst types from USPTO. The task is: Predict which catalyst facilitates the given reaction. (1) Reactant: [CH3:1][C:2]1[C:17]2[CH2:16][CH2:15][CH2:14][C:13]=2[C:5]2[O:6][CH:7]([CH2:9][N:10]=[N+]=[N-])[CH2:8][C:4]=2[CH:3]=1. Product: [CH3:1][C:2]1[C:17]2[CH2:16][CH2:15][CH2:14][C:13]=2[C:5]2[O:6][CH:7]([CH2:9][NH2:10])[CH2:8][C:4]=2[CH:3]=1. The catalyst class is: 45. (2) Reactant: [NH:1]1[CH2:4][CH:3]([O:5][C:6]2[CH:7]=[CH:8][C:9]([NH:12][C:13]3[C:14](=[O:21])[N:15]([CH3:20])[CH:16]=[C:17]([Br:19])[CH:18]=3)=[N:10][CH:11]=2)[CH2:2]1.C=O.O.[C:25]([BH3-])#N.[Na+]. Product: [Br:19][C:17]1[CH:18]=[C:13]([NH:12][C:9]2[CH:8]=[CH:7][C:6]([O:5][CH:3]3[CH2:4][N:1]([CH3:25])[CH2:2]3)=[CH:11][N:10]=2)[C:14](=[O:21])[N:15]([CH3:20])[CH:16]=1. The catalyst class is: 466. (3) Reactant: Cl[C:2]1[N:7]=[C:6]([C:8]([O:10]C)=[O:9])[CH:5]=[CH:4][C:3]=1[O:12][CH2:13][CH:14]1[CH2:17][C:16]([F:19])([F:18])[CH2:15]1.[CH3:20][O-:21].[Na+].O. Product: [F:18][C:16]1([F:19])[CH2:17][CH:14]([CH2:13][O:12][C:3]2[CH:4]=[CH:5][C:6]([C:8]([OH:10])=[O:9])=[N:7][C:2]=2[O:21][CH3:20])[CH2:15]1. The catalyst class is: 12. (4) Reactant: [O:1]1[C:5]2[CH:6]=[CH:7][CH:8]=[CH:9][C:4]=2[CH:3]=[C:2]1[C:10](=[O:12])[CH3:11].[Br-:13].[Br-].[Br-].[NH+]1C=CC=CC=1.[NH+]1C=CC=CC=1.[NH+]1C=CC=CC=1. Product: [O:1]1[C:5]2[CH:6]=[CH:7][CH:8]=[CH:9][C:4]=2[CH:3]=[C:2]1[C:10](=[O:12])[CH2:11][Br:13]. The catalyst class is: 15. (5) Product: [F:1][C:2]([F:12])([F:11])[C:3]1[N:4]=[C:5]([C:8](=[O:9])[CH3:18])[S:6][CH:7]=1. The catalyst class is: 9. Reactant: [F:1][C:2]([F:12])([F:11])[C:3]1[N:4]=[C:5]([C:8](O)=[O:9])[S:6][CH:7]=1.S(Cl)(Cl)=O.Cl[CH2:18]Cl.